This data is from Catalyst prediction with 721,799 reactions and 888 catalyst types from USPTO. The task is: Predict which catalyst facilitates the given reaction. (1) Reactant: [Br:1][C:2]1[CH:3]=[CH:4][C:5]2[CH:9]=[C:8]([C:10]([O:12]C)=[O:11])[S:7][C:6]=2[CH:14]=1.O.[OH-].[Li+].O. Product: [Br:1][C:2]1[CH:3]=[CH:4][C:5]2[CH:9]=[C:8]([C:10]([OH:12])=[O:11])[S:7][C:6]=2[CH:14]=1. The catalyst class is: 5. (2) Reactant: [Cl:1][C:2]1[CH:3]=[C:4]([NH2:12])[C:5]2[N:6]([C:8]([CH3:11])=[N:9][N:10]=2)[N:7]=1.[CH3:13][C:14]([O:17][C:18](O[C:18]([O:17][C:14]([CH3:16])([CH3:15])[CH3:13])=[O:19])=[O:19])([CH3:16])[CH3:15]. Product: [Cl:1][C:2]1[CH:3]=[C:4]([NH:12][C:18](=[O:19])[O:17][C:14]([CH3:16])([CH3:15])[CH3:13])[C:5]2[N:6]([C:8]([CH3:11])=[N:9][N:10]=2)[N:7]=1. The catalyst class is: 251. (3) Reactant: [C:1]([OH:4])(=O)[CH3:2].[C:5]1([C:11]2[CH:20]=[C:19]3[C:14]([CH2:15][CH2:16][CH2:17][N:18]3[C:21]3[CH:26]=[CH:25][N:24]=[C:23]([NH:27][CH:28]4[CH2:33][CH2:32][NH:31][CH2:30][CH2:29]4)[N:22]=3)=[CH:13][N:12]=2)[CH:10]=[CH:9][CH:8]=[CH:7][CH:6]=1. Product: [C:5]1([C:11]2[CH:20]=[C:19]3[C:14]([CH2:15][CH2:16][CH2:17][N:18]3[C:21]3[CH:26]=[CH:25][N:24]=[C:23]([NH:27][CH:28]4[CH2:33][CH2:32][N:31]([C:1](=[O:4])[CH3:2])[CH2:30][CH2:29]4)[N:22]=3)=[CH:13][N:12]=2)[CH:10]=[CH:9][CH:8]=[CH:7][CH:6]=1. The catalyst class is: 2. (4) Reactant: [NH2:1][C@@H:2]([CH2:7][OH:8])[CH2:3][CH:4]([CH3:6])[CH3:5].CCN(CC)CC.[CH3:16][C:17]([O:20][C:21](O[C:21]([O:20][C:17]([CH3:19])([CH3:18])[CH3:16])=[O:22])=[O:22])([CH3:19])[CH3:18]. Product: [C:17]([O:20][C:21](=[O:22])[NH:1][CH:2]([CH2:7][OH:8])[CH2:3][CH:4]([CH3:6])[CH3:5])([CH3:19])([CH3:18])[CH3:16]. The catalyst class is: 251. (5) Reactant: [NH2:1][C:2]1[CH:7]=[CH:6][C:5]([NH:8][C:9]([C:11]2[C:23]3[CH2:22][C:21]4[C:16](=[CH:17][CH:18]=[CH:19][CH:20]=4)[C:15]=3[CH:14]=[CH:13][CH:12]=2)=[O:10])=[CH:4][CH:3]=1.[CH:24]([C:26]1[CH:31]=[CH:30][CH:29]=[CH:28][N:27]=1)=O.C(O)(=O)C.C(O[BH-](OC(=O)C)OC(=O)C)(=O)C.[Na+]. Product: [N:27]1[CH:28]=[CH:29][CH:30]=[CH:31][C:26]=1[CH2:24][NH:1][C:2]1[CH:3]=[CH:4][C:5]([NH:8][C:9]([C:11]2[C:23]3[CH2:22][C:21]4[C:16](=[CH:17][CH:18]=[CH:19][CH:20]=4)[C:15]=3[CH:14]=[CH:13][CH:12]=2)=[O:10])=[CH:6][CH:7]=1. The catalyst class is: 417. (6) Reactant: [CH3:1][C:2]1[C:10]2[CH2:9][O:8][C:7](=[O:11])[C:6]=2[CH:5]=[CH:4][C:3]=1[S:12][CH2:13][CH:14]1[CH2:19][CH2:18][N:17]([C:20]([O:22][C:23]([CH3:26])([CH3:25])[CH3:24])=[O:21])[CH2:16][CH2:15]1.ClC1C=CC=C(C(OO)=[O:35])C=1. Product: [CH3:1][C:2]1[C:10]2[CH2:9][O:8][C:7](=[O:11])[C:6]=2[CH:5]=[CH:4][C:3]=1[S:12]([CH2:13][CH:14]1[CH2:19][CH2:18][N:17]([C:20]([O:22][C:23]([CH3:26])([CH3:25])[CH3:24])=[O:21])[CH2:16][CH2:15]1)=[O:35]. The catalyst class is: 2. (7) Reactant: Cl[CH2:2][C:3]1[CH:4]=[C:5]([C:9]([N:11]2[CH2:24][C:23]([CH3:26])([CH3:25])[C:22]3[C:21]4[CH:20]=[CH:19][CH:18]=[CH:17][C:16]=4[NH:15][C:14]=3[C:13]([C:27]([O:29][CH:30]([CH3:32])[CH3:31])=[O:28])=[CH:12]2)=[O:10])[CH:6]=[CH:7][CH:8]=1.[NH:33]1[CH2:37][CH2:36][CH2:35][CH2:34]1. Product: [CH3:26][C:23]1([CH3:25])[C:22]2[C:21]3[CH:20]=[CH:19][CH:18]=[CH:17][C:16]=3[NH:15][C:14]=2[C:13]([C:27]([O:29][CH:30]([CH3:32])[CH3:31])=[O:28])=[CH:12][N:11]([C:9]([C:5]2[CH:6]=[CH:7][CH:8]=[C:3]([CH2:2][N:33]3[CH2:37][CH2:36][CH2:35][CH2:34]3)[CH:4]=2)=[O:10])[CH2:24]1. The catalyst class is: 10. (8) Reactant: C([NH:8][C@H:9]1[CH2:14][CH2:13][N:12]([C:15]([O:17][C:18]([CH3:21])([CH3:20])[CH3:19])=[O:16])[CH2:11][C@H:10]1[F:22])C1C=CC=CC=1. Product: [NH2:8][C@H:9]1[CH2:14][CH2:13][N:12]([C:15]([O:17][C:18]([CH3:20])([CH3:19])[CH3:21])=[O:16])[CH2:11][C@H:10]1[F:22]. The catalyst class is: 833. (9) Reactant: [CH:1]([N:14]1[CH2:17][C:16]2([CH2:20][CH2:19][C@@H:18]2[NH2:21])[CH2:15]1)([C:8]1[CH:13]=[CH:12][CH:11]=[CH:10][CH:9]=1)[C:2]1[CH:7]=[CH:6][CH:5]=[CH:4][CH:3]=1.Cl.CCN(CC)CC.[CH3:30][C:31]([O:34][C:35](O[C:35]([O:34][C:31]([CH3:33])([CH3:32])[CH3:30])=[O:36])=[O:36])([CH3:33])[CH3:32]. Product: [CH:1]([N:14]1[CH2:17][C:16]2([CH2:20][CH2:19][C@@H:18]2[NH:21][C:35](=[O:36])[O:34][C:31]([CH3:33])([CH3:32])[CH3:30])[CH2:15]1)([C:8]1[CH:13]=[CH:12][CH:11]=[CH:10][CH:9]=1)[C:2]1[CH:3]=[CH:4][CH:5]=[CH:6][CH:7]=1. The catalyst class is: 2. (10) Reactant: [C:1]([OH:7])([C:3]([F:6])([F:5])[F:4])=[O:2].C(OC([NH:15][C@@H:16]([CH2:45][C:46]1[CH:47]=[N:48][C:49]([C:52]([F:55])([F:54])[CH3:53])=[CH:50][CH:51]=1)[CH2:17][N:18]([C:26]1[S:27][C:28]([C:34]2[CH:35]=[C:36]3[C:41](=[CH:42][CH:43]=2)[CH:40]=[N:39][C:38]([F:44])=[CH:37]3)=[C:29]([CH2:31][O:32][CH3:33])[N:30]=1)C(=O)OC(C)(C)C)=O)(C)(C)C. The catalyst class is: 2. Product: [F:4][C:3]([F:6])([F:5])[C:1]([OH:7])=[O:2].[NH2:15][C@@H:16]([CH2:45][C:46]1[CH:47]=[N:48][C:49]([C:52]([F:54])([F:55])[CH3:53])=[CH:50][CH:51]=1)[CH2:17][NH:18][C:26]1[S:27][C:28]([C:34]2[CH:35]=[C:36]3[C:41](=[CH:42][CH:43]=2)[CH:40]=[N:39][C:38]([F:44])=[CH:37]3)=[C:29]([CH2:31][O:32][CH3:33])[N:30]=1.